This data is from Forward reaction prediction with 1.9M reactions from USPTO patents (1976-2016). The task is: Predict the product of the given reaction. (1) Given the reactants [N:1]([CH2:4][CH:5]([OH:13])[CH2:6][C:7]1[CH:12]=[CH:11][CH:10]=[CH:9][CH:8]=1)=[N+:2]=[N-:3].[H-].[Na+].[CH2:16](Br)[C:17]1[CH:22]=[CH:21][CH:20]=[CH:19][CH:18]=1, predict the reaction product. The product is: [N:1]([CH2:4][CH:5]([CH2:6][C:7]1[CH:12]=[CH:11][CH:10]=[CH:9][CH:8]=1)[O:13][CH2:16][C:17]1[CH:22]=[CH:21][CH:20]=[CH:19][CH:18]=1)=[N+:2]=[N-:3]. (2) Given the reactants [CH3:1][Si:2]([C:5]#[CH:6])([CH3:4])[CH3:3].[I:7][C:8]1[CH:13]=[CH:12][C:11](I)=[CH:10][CH:9]=1, predict the reaction product. The product is: [I:7][C:8]1[CH:13]=[CH:12][C:11]([C:6]#[C:5][Si:2]([CH3:4])([CH3:3])[CH3:1])=[CH:10][CH:9]=1. (3) Given the reactants [F:1][C:2]1[CH:3]=[C:4]([CH2:9][C:10]([NH:12][C@H:13]([C:15]([OH:17])=O)[CH3:14])=[O:11])[CH:5]=[C:6]([F:8])[CH:7]=1.N[CH:19]1C2C(=CC=CC=2)[CH:22]([C:29]2[CH:34]=[CH:33][CH:32]=[CH:31][N:30]=2)[NH:21][C:20]1=[O:35], predict the reaction product. The product is: [F:8][C:6]1[CH:5]=[C:4]([CH2:9][C:10]([NH:12][C@H:13]([C:15]([NH:30][CH:31]2[CH2:32][CH2:33][CH2:34][CH2:29][CH2:22][NH:21][C:20](=[O:35])[CH2:19]2)=[O:17])[CH3:14])=[O:11])[CH:3]=[C:2]([F:1])[CH:7]=1. (4) Given the reactants [Cl:1][C:2]1[CH:3]=[C:4]([CH:7]=[CH:8][C:9]=1[NH:10][CH2:11][CH2:12][CH3:13])[C:5]#[N:6].[Br:14]Br, predict the reaction product. The product is: [Cl:1][C:2]1[CH:3]=[C:4]([CH:7]=[C:8]([Br:14])[C:9]=1[NH:10][CH2:11][CH2:12][CH3:13])[C:5]#[N:6]. (5) Given the reactants Br[C:2]1[CH:7]=[CH:6][C:5]([CH2:8][CH2:9][C:10]([CH3:25])([S:21]([CH3:24])(=[O:23])=[O:22])[C:11]([NH:13][O:14][CH:15]2[CH2:20][CH2:19][CH2:18][CH2:17][O:16]2)=[O:12])=[C:4]([F:26])[CH:3]=1.[C:27]1(B(O)O)[CH:32]=[CH:31][CH:30]=[CH:29][CH:28]=1.C(=O)([O-])[O-].[Na+].[Na+].BrC1C=CC(CCC(C)(S(C)(=O)=O)C(O)=O)=CC=1.Cl, predict the reaction product. The product is: [F:26][C:4]1[CH:3]=[C:2]([C:27]2[CH:32]=[CH:31][CH:30]=[CH:29][CH:28]=2)[CH:7]=[CH:6][C:5]=1[CH2:8][CH2:9][C:10]([CH3:25])([S:21]([CH3:24])(=[O:23])=[O:22])[C:11]([NH:13][O:14][CH:15]1[CH2:20][CH2:19][CH2:18][CH2:17][O:16]1)=[O:12]. (6) Given the reactants [F:1][C:2]([F:35])([F:34])[C:3]1[CH:4]=[C:5]([C@H:13]([O:15][C@@H:16]2[C@@H:21]([C:22]3[CH:27]=[CH:26][C:25]([F:28])=[CH:24][CH:23]=3)[CH2:20][N:19]3[C:29]([CH2:32]Cl)=[N:30][N:31]=[C:18]3[CH2:17]2)[CH3:14])[CH:6]=[C:7]([C:9]([F:12])([F:11])[F:10])[CH:8]=1.C(Cl)CCl.[NH:40]1[C:44](=[O:45])[CH2:43][CH2:42][C@H]1C(O)=O, predict the reaction product. The product is: [F:1][C:2]([F:35])([F:34])[C:3]1[CH:4]=[C:5]([C@H:13]([O:15][C@@H:16]2[C@@H:21]([C:22]3[CH:27]=[CH:26][C:25]([F:28])=[CH:24][CH:23]=3)[CH2:20][N:19]3[C:29]([CH:32]4[NH:40][C:44](=[O:45])[CH2:43][CH2:42]4)=[N:30][N:31]=[C:18]3[CH2:17]2)[CH3:14])[CH:6]=[C:7]([C:9]([F:12])([F:11])[F:10])[CH:8]=1. (7) Given the reactants [CH3:1][O:2][C:3]1[C:21]([O:22][CH3:23])=[CH:20][C:6]2[N:7]([C:10]3[S:14][C:13]([C:15]([O:17][CH3:18])=[O:16])=[C:12]([OH:19])[CH:11]=3)[CH:8]=[N:9][C:5]=2[CH:4]=1.[Cl:24][C:25]1[CH:32]=[CH:31][CH:30]=[C:29]([Cl:33])[C:26]=1[CH2:27]Br, predict the reaction product. The product is: [Cl:24][C:25]1[CH:32]=[CH:31][CH:30]=[C:29]([Cl:33])[C:26]=1[CH2:27][O:19][C:12]1[CH:11]=[C:10]([N:7]2[C:6]3[CH:20]=[C:21]([O:22][CH3:23])[C:3]([O:2][CH3:1])=[CH:4][C:5]=3[N:9]=[CH:8]2)[S:14][C:13]=1[C:15]([O:17][CH3:18])=[O:16].